From a dataset of Full USPTO retrosynthesis dataset with 1.9M reactions from patents (1976-2016). Predict the reactants needed to synthesize the given product. (1) Given the product [Cl:1][C:2]1[N:7]=[C:6]([NH:10][CH2:11][CH2:12][CH2:13][OH:14])[C:5]([F:9])=[CH:4][N:3]=1, predict the reactants needed to synthesize it. The reactants are: [Cl:1][C:2]1[N:7]=[C:6](Cl)[C:5]([F:9])=[CH:4][N:3]=1.[NH2:10][CH2:11][CH2:12][CH2:13][OH:14].C(=O)([O-])[O-].[Na+].[Na+]. (2) Given the product [CH2:15]([O:17][C:18]1[C:19]([OH:26])=[C:20]([C:21]2[NH:1][N:2]=[C:3]([C:5]3[C:14]4[C:9](=[CH:10][CH:11]=[CH:12][CH:13]=4)[CH:8]=[CH:7][N:6]=3)[N:4]=2)[CH:23]=[CH:24][CH:25]=1)[CH3:16], predict the reactants needed to synthesize it. The reactants are: [NH2:1][NH:2][C:3]([C:5]1[C:14]2[C:9](=[CH:10][CH:11]=[CH:12][CH:13]=2)[CH:8]=[CH:7][N:6]=1)=[NH:4].[CH2:15]([O:17][C:18]1[C:19]([OH:26])=[C:20]([CH:23]=[CH:24][CH:25]=1)[CH:21]=O)[CH3:16]. (3) Given the product [CH2:1]([N:8]1[C:12](=[O:13])[CH2:11][CH2:10][C@@H:9]1[C:14]([NH:16][CH:17]([CH2:25][C:26]1[CH:31]=[CH:30][CH:29]=[CH:28][CH:27]=1)[CH:18]([OH:24])[C:19]([OH:21])=[O:20])=[O:15])[C:2]1[CH:7]=[CH:6][CH:5]=[CH:4][CH:3]=1, predict the reactants needed to synthesize it. The reactants are: [CH2:1]([N:8]1[C:12](=[O:13])[CH2:11][CH2:10][C@@H:9]1[C:14]([NH:16][CH:17]([CH2:25][C:26]1[CH:31]=[CH:30][CH:29]=[CH:28][CH:27]=1)[CH:18]([OH:24])[C:19]([O:21]CC)=[O:20])=[O:15])[C:2]1[CH:7]=[CH:6][CH:5]=[CH:4][CH:3]=1.[OH-].[Na+].O. (4) Given the product [CH2:1]([N:3]1[CH2:8][CH2:7][C:6]([C:9]2[CH:14]=[CH:13][C:12]([Cl:15])=[C:11]([Cl:16])[CH:10]=2)([CH2:17][NH:18][C:31]([C:23]2[C:24]3[C:29](=[CH:28][CH:27]=[CH:26][CH:25]=3)[CH:30]=[C:21]([C:19]#[N:20])[C:22]=2[O:34][CH3:35])=[O:32])[CH2:5][CH2:4]1)[CH3:2], predict the reactants needed to synthesize it. The reactants are: [CH2:1]([N:3]1[CH2:8][CH2:7][C:6]([CH2:17][NH2:18])([C:9]2[CH:14]=[CH:13][C:12]([Cl:15])=[C:11]([Cl:16])[CH:10]=2)[CH2:5][CH2:4]1)[CH3:2].[C:19]([C:21]1[C:22]([O:34][CH3:35])=[C:23]([C:31](Cl)=[O:32])[C:24]2[C:29]([CH:30]=1)=[CH:28][CH:27]=[CH:26][CH:25]=2)#[N:20]. (5) Given the product [ClH:61].[NH2:52][CH2:51][C@H:48]1[CH2:47][CH2:46][C@H:45]([C:43]([NH:42][C@H:15]([C:14]([NH:13][C:4]2[CH:5]=[CH:6][C:7]([C:8]3[N:9]=[N:10][NH:11][N:12]=3)=[C:2]([F:1])[CH:3]=2)=[O:60])[CH2:16][C:17]2[CH:18]=[CH:19][C:20]([C:23]3[CH:28]=[CH:27][C:26]([C:29]([NH:30][CH:31]4[CH2:32][CH2:33][N:34]([CH:37]([CH3:39])[CH3:38])[CH2:35][CH2:36]4)=[O:40])=[CH:25][C:24]=3[CH3:41])=[CH:21][CH:22]=2)=[O:44])[CH2:50][CH2:49]1, predict the reactants needed to synthesize it. The reactants are: [F:1][C:2]1[CH:3]=[C:4]([NH:13][C:14](=[O:60])[C@@H:15]([NH:42][C:43]([C@H:45]2[CH2:50][CH2:49][C@H:48]([CH2:51][NH:52]C(=O)OC(C)(C)C)[CH2:47][CH2:46]2)=[O:44])[CH2:16][C:17]2[CH:22]=[CH:21][C:20]([C:23]3[CH:28]=[CH:27][C:26]([C:29](=[O:40])[NH:30][CH:31]4[CH2:36][CH2:35][N:34]([CH:37]([CH3:39])[CH3:38])[CH2:33][CH2:32]4)=[CH:25][C:24]=3[CH3:41])=[CH:19][CH:18]=2)[CH:5]=[CH:6][C:7]=1[C:8]1[N:9]=[N:10][NH:11][N:12]=1.[ClH:61].C(#N)C. (6) Given the product [CH3:11][C:8]1[CH:7]=[C:6]2[C:5](=[CH:10][CH:9]=1)[C:4](=[O:13])[NH:3][C:14]([CH:15]1[CH2:23][CH2:22][N:21]([CH3:24])[CH2:20][CH2:19]1)=[CH:12]2, predict the reactants needed to synthesize it. The reactants are: C([N:3]([CH2:14][CH3:15])[C:4](=[O:13])[C:5]1[CH:10]=[CH:9][C:8]([CH3:11])=[CH:7][C:6]=1[CH3:12])C.C(C1[CH2:23][CH2:22][N:21]([CH3:24])[CH2:20][CH2:19]1)#N.